The task is: Regression/Classification. Given a drug SMILES string, predict its absorption, distribution, metabolism, or excretion properties. Task type varies by dataset: regression for continuous measurements (e.g., permeability, clearance, half-life) or binary classification for categorical outcomes (e.g., BBB penetration, CYP inhibition). Dataset: b3db_classification.. This data is from Blood-brain barrier permeability classification from the B3DB database. (1) The drug is CC(C)(CO)[C@H](O)C(=O)NCCCC(=O)O. The result is 1 (penetrates BBB). (2) The compound is CON=C(C(=O)NC1C(=O)N2C(C(=O)O)=C(Cn3nnc(C)n3)CSC12)c1csc(N)n1. The result is 0 (does not penetrate BBB). (3) The molecule is C=CC1CN2CCC1C[C@H]2[C@@H](O)c1ccnc2ccc(OC)cc12. The result is 1 (penetrates BBB). (4) The drug is NC(=O)c1ccc(F)c2c1CC(N(C1CCC1)C1CCC1)CO2. The result is 1 (penetrates BBB). (5) The drug is CCS(=O)(=O)n1c2c(c3cc(C(=O)N4CCC(C)CC4)ccc31)CN(C1CCOCC1)CC2. The result is 0 (does not penetrate BBB). (6) The compound is Cl/C=C/Cl. The result is 1 (penetrates BBB).